Dataset: Forward reaction prediction with 1.9M reactions from USPTO patents (1976-2016). Task: Predict the product of the given reaction. (1) Given the reactants [NH2:1][C:2]1[CH:9]=[C:8]([F:10])[C:5]([C:6]#[N:7])=[C:4]([Cl:11])[CH:3]=1.[C:12](O[C:12]([O:14][C:15]([CH3:18])([CH3:17])[CH3:16])=[O:13])([O:14][C:15]([CH3:18])([CH3:17])[CH3:16])=[O:13].FC1C2C(N)=NOC=2C=C(N)C=1, predict the reaction product. The product is: [Cl:11][C:4]1[CH:3]=[C:2]([NH:1][C:12](=[O:13])[O:14][C:15]([CH3:18])([CH3:17])[CH3:16])[CH:9]=[C:8]([F:10])[C:5]=1[C:6]#[N:7]. (2) The product is: [C:40]1([N:46]2[CH2:51][CH2:50][N:49]([C:37]([C@H:34]3[CH2:33][CH2:32][C@H:31]4[CH2:36][C@@H:35]3[C:29](=[O:28])[O:30]4)=[O:39])[CH2:48][CH2:47]2)[CH:45]=[CH:44][CH:43]=[CH:42][CH:41]=1. Given the reactants F[P-](F)(F)(F)(F)F.N1(O[P+](N(C)C)(N(C)C)N(C)C)C2C=CC=CC=2N=N1.[O:28]=[C:29]1[C@H:35]2[CH2:36][C@H:31]([CH2:32][CH2:33][C@@H:34]2[C:37]([OH:39])=O)[O:30]1.[C:40]1([N:46]2[CH2:51][CH2:50][NH:49][CH2:48][CH2:47]2)[CH:45]=[CH:44][CH:43]=[CH:42][CH:41]=1.CN(C)C=O.C(N(CC)C(C)C)(C)C, predict the reaction product. (3) The product is: [F:1][C:2]1[CH:7]=[C:6]([CH2:8][N:37]2[C:36]([C:43]([C:45]3[CH:46]=[C:47]([CH:52]=[CH:53][C:54]#[N:55])[CH:48]=[C:49]([CH3:51])[CH:50]=3)=[O:44])=[C:35]([CH:32]([CH3:33])[CH3:34])[C:40](=[O:41])[NH:39][C:38]2=[O:42])[CH:5]=[C:4]([NH:10][CH2:11][C:12]2[CH:17]=[CH:16][C:15]([O:18][CH3:19])=[CH:14][CH:13]=2)[N:3]=1. Given the reactants [F:1][C:2]1[CH:7]=[C:6]([CH2:8]O)[CH:5]=[C:4]([NH:10][CH2:11][C:12]2[CH:17]=[CH:16][C:15]([O:18][CH3:19])=[CH:14][CH:13]=2)[N:3]=1.C(N(CC)CC)C.CS(Cl)(=O)=O.[CH:32]([C:35]1[C:40](=[O:41])[NH:39][C:38](=[O:42])[NH:37][C:36]=1[C:43]([C:45]1[CH:46]=[C:47]([CH:52]=[CH:53][C:54]#[N:55])[CH:48]=[C:49]([CH3:51])[CH:50]=1)=[O:44])([CH3:34])[CH3:33].C(=O)([O-])[O-].[K+].[K+].[I-].[Li+], predict the reaction product. (4) Given the reactants Cl[CH2:2][C:3]([NH:5][C:6]1[CH:7]=[N:8][C:9]([O:12][C:13]2[CH:14]=[C:15]3[C:20](=[CH:21][CH:22]=2)[O:19][CH:18]([C:23]2[CH:28]=[CH:27][CH:26]=[CH:25][CH:24]=2)[CH2:17][CH2:16]3)=[CH:10][CH:11]=1)=[O:4].C(=O)([O-])[O-].[K+].[K+].[OH:35][CH:36]1[CH2:41][CH2:40][NH:39][CH2:38][CH2:37]1.O, predict the reaction product. The product is: [OH:35][CH:36]1[CH2:41][CH2:40][N:39]([CH2:2][C:3]([NH:5][C:6]2[CH:7]=[N:8][C:9]([O:12][C:13]3[CH:14]=[C:15]4[C:20](=[CH:21][CH:22]=3)[O:19][CH:18]([C:23]3[CH:28]=[CH:27][CH:26]=[CH:25][CH:24]=3)[CH2:17][CH2:16]4)=[CH:10][CH:11]=2)=[O:4])[CH2:38][CH2:37]1.